Task: Predict which catalyst facilitates the given reaction.. Dataset: Catalyst prediction with 721,799 reactions and 888 catalyst types from USPTO (1) Reactant: [I:1][C:2]1[CH:3]=[C:4]([CH:9]=[CH:10][CH:11]=1)[C:5]([NH:7][NH2:8])=[O:6].N1C=CC=CC=1.[C:18](Cl)(=[O:21])[CH2:19][CH3:20].O. Product: [I:1][C:2]1[CH:3]=[C:4]([CH:9]=[CH:10][CH:11]=1)[C:5]([NH:7][NH:8][C:18](=[O:21])[CH2:19][CH3:20])=[O:6]. The catalyst class is: 3. (2) Reactant: [F:1][C:2]1[CH:7]=[CH:6][C:5]([C:8]2[N:12]([CH2:13][CH2:14][CH2:15][CH2:16][OH:17])[N:11]=[C:10]([CH3:18])[C:9]=2[C:19]2[CH:20]=[CH:21][C:22]3[O:27][CH2:26][C:25](=[O:28])[NH:24][C:23]=3[CH:29]=2)=[CH:4][CH:3]=1.Br[Mg][CH3:32]. Product: [F:1][C:2]1[CH:3]=[CH:4][C:5]([C:8]2[N:12]([CH2:13][CH2:14][CH2:15][CH:16]([OH:17])[CH3:32])[N:11]=[C:10]([CH3:18])[C:9]=2[C:19]2[CH:20]=[CH:21][C:22]3[O:27][CH2:26][C:25](=[O:28])[NH:24][C:23]=3[CH:29]=2)=[CH:6][CH:7]=1. The catalyst class is: 7. (3) Reactant: [N:1]1[C:10]2[C:5](=[CH:6][CH:7]=[CH:8][CH:9]=2)[CH:4]=[N:3][C:2]=1[NH:11][C@H:12]1[CH2:15][C@H:14]([NH:16][C:17]2[C:22]([NH2:23])=[CH:21][N:20]=[CH:19][N:18]=2)[CH2:13]1.C(N(CC)CC)C.[CH:31]1([C:34](Cl)=O)[CH2:33][CH2:32]1. Product: [CH:31]1([C:34]2[N:16]([C@H:14]3[CH2:15][C@H:12]([NH:11][C:2]4[N:3]=[CH:4][C:5]5[C:10](=[CH:9][CH:8]=[CH:7][CH:6]=5)[N:1]=4)[CH2:13]3)[C:17]3[C:22]([N:23]=2)=[CH:21][N:20]=[CH:19][N:18]=3)[CH2:33][CH2:32]1. The catalyst class is: 7. (4) Reactant: C(N(CC)CC)C.[NH2:8][C:9]1[C:10]([C:19]([OH:21])=[O:20])=[CH:11][C:12]2[C:17]([CH:18]=1)=[CH:16][CH:15]=[CH:14][CH:13]=2.[N:22]([C:25]1[C:30]([CH3:31])=[CH:29][C:28]([CH3:32])=[CH:27][C:26]=1[CH3:33])=[C:23]=[O:24].Cl. Product: [CH3:31][C:30]1[CH:29]=[C:28]([CH3:32])[CH:27]=[C:26]([CH3:33])[C:25]=1[NH:22][C:23]([NH:8][C:9]1[C:10]([C:19]([OH:21])=[O:20])=[CH:11][C:12]2[C:17]([CH:18]=1)=[CH:16][CH:15]=[CH:14][CH:13]=2)=[O:24]. The catalyst class is: 39. (5) Reactant: [Cl-].O[NH3+:3].[C:4](=[O:7])([O-])[OH:5].[Na+].CS(C)=O.[CH2:13]([C:17]1[N:18]=[C:19]([CH3:55])[N:20]([CH2:39][CH:40]([O:47][Si](C(C)(C)C)(C)C)[C:41]2[CH:46]=[CH:45][CH:44]=[CH:43][CH:42]=2)[C:21](=[O:38])[C:22]=1[CH2:23][C:24]1[CH:29]=[CH:28][C:27]([C:30]2[C:31]([C:36]#[N:37])=[CH:32][CH:33]=[CH:34][CH:35]=2)=[CH:26][CH:25]=1)[CH2:14][CH2:15][CH3:16]. Product: [CH2:13]([C:17]1[N:18]=[C:19]([CH3:55])[N:20]([CH2:39][CH:40]([OH:47])[C:41]2[CH:42]=[CH:43][CH:44]=[CH:45][CH:46]=2)[C:21](=[O:38])[C:22]=1[CH2:23][C:24]1[CH:29]=[CH:28][C:27]([C:30]2[CH:35]=[CH:34][CH:33]=[CH:32][C:31]=2[C:36]2[NH:37][C:4](=[O:7])[O:5][N:3]=2)=[CH:26][CH:25]=1)[CH2:14][CH2:15][CH3:16]. The catalyst class is: 13.